Dataset: Reaction yield outcomes from USPTO patents with 853,638 reactions. Task: Predict the reaction yield, written as a fraction of the theoretical maximum amount of product (1.0 means a 100% yield; for example, 0.34 means a 34% yield). (1) The reactants are [Br:1][C:2]1[C:3]([N:20]2[CH2:27][CH:26]3[CH:22]([N:23](C(OC(C)(C)C)=O)[CH2:24][CH2:25]3)[CH2:21]2)=[C:4]2[C:10]([NH:11][C:12](=[O:19])[C:13]3[CH:18]=[CH:17][CH:16]=[N:15][CH:14]=3)=[CH:9][NH:8][C:5]2=[N:6][CH:7]=1.C(O)(C(F)(F)F)=O.[ClH:42]. The catalyst is C(Cl)Cl.CCOCC. The product is [ClH:42].[Br:1][C:2]1[C:3]([N:20]2[CH2:27][CH:26]3[CH:22]([NH:23][CH2:24][CH2:25]3)[CH2:21]2)=[C:4]2[C:10]([NH:11][C:12](=[O:19])[C:13]3[CH:18]=[CH:17][CH:16]=[N:15][CH:14]=3)=[CH:9][NH:8][C:5]2=[N:6][CH:7]=1. The yield is 0.280. (2) The reactants are Cl[C:2]1[C:3]2[CH:10]=[CH:9][NH:8][C:4]=2[N:5]=[CH:6][N:7]=1.[F:11][C:12]1[CH:17]=[C:16]([N+:18]([O-:20])=[O:19])[CH:15]=[CH:14][C:13]=1[OH:21].BrC1C=CC=CC=1. The catalyst is CCOCC. The product is [F:11][C:12]1[CH:17]=[C:16]([N+:18]([O-:20])=[O:19])[CH:15]=[CH:14][C:13]=1[O:21][C:2]1[C:3]2[CH:10]=[CH:9][NH:8][C:4]=2[N:5]=[CH:6][N:7]=1. The yield is 0.890. (3) The reactants are [H-].[Al+3].[Li+].[H-].[H-].[H-].Cl.[CH3:8][C:9]1[CH:14]=[CH:13][C:12]([N:15]2[CH2:20][CH2:19][NH:18][CH2:17][CH2:16]2)=[CH:11][CH:10]=1.[Cl:21][C:22]1[CH:27]=[C:26]([Cl:28])[CH:25]=[CH:24][C:23]=1[C:29]1[N:30]([C:39]2[CH:44]=[CH:43][C:42]([Cl:45])=[CH:41][CH:40]=2)[CH:31]=[C:32]([C:34](OCC)=O)[N:33]=1.O. The catalyst is C1COCC1. The product is [Cl:45][C:42]1[CH:41]=[CH:40][C:39]([N:30]2[CH:31]=[C:32]([CH2:34][N:18]3[CH2:19][CH2:20][N:15]([C:12]4[CH:11]=[CH:10][C:9]([CH3:8])=[CH:14][CH:13]=4)[CH2:16][CH2:17]3)[N:33]=[C:29]2[C:23]2[CH:24]=[CH:25][C:26]([Cl:28])=[CH:27][C:22]=2[Cl:21])=[CH:44][CH:43]=1. The yield is 0.0200.